Task: Predict the reactants needed to synthesize the given product.. Dataset: Full USPTO retrosynthesis dataset with 1.9M reactions from patents (1976-2016) (1) Given the product [Cl:22][C:23]1[CH:46]=[CH:45][C:26]([CH2:27][N:28]2[C:36]3[C:31](=[N:32][C:33]([C:48]#[N:49])=[N:34][C:35]=3[NH:37][C@@H:38]([CH:40]3[CH2:43][CH2:42][CH2:41]3)[CH3:39])[N:30]=[CH:29]2)=[CH:25][C:24]=1[F:47], predict the reactants needed to synthesize it. The reactants are: O1CCCC1.O1C=CC=C1P(C1OC=CC=1)C1OC=CC=1.[Cl:22][C:23]1[CH:46]=[CH:45][C:26]([CH2:27][N:28]2[C:36]3[C:31](=[N:32][C:33](I)=[N:34][C:35]=3[NH:37][C@@H:38]([CH:40]3[CH2:43][CH2:42][CH2:41]3)[CH3:39])[N:30]=[CH:29]2)=[CH:25][C:24]=1[F:47].[CH3:48][N:49](C)C(=O)C. (2) Given the product [CH:1]([C:4]1[N:8]([CH:9]2[CH2:14][CH2:13][N:12]([CH2:15][CH2:16][CH:17]([C:18]3[CH:23]=[CH:22][CH:21]=[CH:20][CH:19]=3)[CH:24]3[CH2:29][CH2:28][NH:27][CH2:26][CH2:25]3)[CH2:11][CH2:10]2)[C:7]([CH3:37])=[N:6][N:5]=1)([CH3:2])[CH3:3], predict the reactants needed to synthesize it. The reactants are: [CH:1]([C:4]1[N:8]([CH:9]2[CH2:14][CH2:13][N:12]([CH2:15][CH2:16][CH:17]([CH:24]3[CH2:29][CH2:28][N:27](C(OC(C)(C)C)=O)[CH2:26][CH2:25]3)[C:18]3[CH:23]=[CH:22][CH:21]=[CH:20][CH:19]=3)[CH2:11][CH2:10]2)[C:7]([CH3:37])=[N:6][N:5]=1)([CH3:3])[CH3:2].FC(F)(F)C(O)=O. (3) Given the product [Br:1][C:2]1[CH:12]=[C:11]([F:13])[CH:10]=[CH:9][C:3]=1[O:4][CH2:5][C:6]([N:17]([CH:14]([CH3:16])[CH3:15])[NH:18][C:19](=[O:26])[C:20]1[CH:25]=[CH:24][CH:23]=[CH:22][CH:21]=1)=[O:8], predict the reactants needed to synthesize it. The reactants are: [Br:1][C:2]1[CH:12]=[C:11]([F:13])[CH:10]=[CH:9][C:3]=1[O:4][CH2:5][C:6]([OH:8])=O.[CH:14]([NH:17][NH:18][C:19](=[O:26])[C:20]1[CH:25]=[CH:24][CH:23]=[CH:22][CH:21]=1)([CH3:16])[CH3:15].C(N(C(C)C)CC)(C)C.F[P-](F)(F)(F)(F)F.Br[P+](N1CCCC1)(N1CCCC1)N1CCCC1. (4) The reactants are: [C:1]1([N:7]2[C:11]([CH3:12])=[C:10]([C:13]3[CH2:14][CH2:15][N:16](C(OC(C)(C)C)=O)[CH2:17][CH:18]=3)[N:9]=[N:8]2)[CH:6]=[CH:5][CH:4]=[CH:3][CH:2]=1.[ClH:26]. Given the product [ClH:26].[CH3:12][C:11]1[N:7]([C:1]2[CH:6]=[CH:5][CH:4]=[CH:3][CH:2]=2)[N:8]=[N:9][C:10]=1[C:13]1[CH2:14][CH2:15][NH:16][CH2:17][CH:18]=1, predict the reactants needed to synthesize it. (5) Given the product [CH3:33][CH:34]1[CH2:38][CH2:37][CH2:36][N:35]1[C:39]1[N:44]=[C:43]([NH:45][C:2]2[C:3]3[N:4]([N:30]=[CH:31][N:32]=3)[CH:5]=[C:6]([C:8]3[CH:9]=[C:10]([CH:27]=[CH:28][CH:29]=3)[C:11]([NH:13][C:14]3[CH:26]=[CH:25][C:17]([C:18]([O:20][C:21]([CH3:24])([CH3:23])[CH3:22])=[O:19])=[CH:16][CH:15]=3)=[O:12])[CH:7]=2)[CH:42]=[CH:41][CH:40]=1, predict the reactants needed to synthesize it. The reactants are: Br[C:2]1[C:3]2[N:4]([N:30]=[CH:31][N:32]=2)[CH:5]=[C:6]([C:8]2[CH:9]=[C:10]([CH:27]=[CH:28][CH:29]=2)[C:11]([NH:13][C:14]2[CH:26]=[CH:25][C:17]([C:18]([O:20][C:21]([CH3:24])([CH3:23])[CH3:22])=[O:19])=[CH:16][CH:15]=2)=[O:12])[CH:7]=1.[CH3:33][CH:34]1[CH2:38][CH2:37][CH2:36][N:35]1[C:39]1[N:44]=[C:43]([NH2:45])[CH:42]=[CH:41][CH:40]=1.C1C=CC(P(C2C(C3C(P(C4C=CC=CC=4)C4C=CC=CC=4)=CC=C4C=3C=CC=C4)=C3C(C=CC=C3)=CC=2)C2C=CC=CC=2)=CC=1.C([O-])([O-])=O.[Cs+].[Cs+].